The task is: Predict the product of the given reaction.. This data is from Forward reaction prediction with 1.9M reactions from USPTO patents (1976-2016). (1) The product is: [F:3][C:4]1[CH:12]=[C:11]([NH:2][CH3:1])[C:10]([N+:14]([O-:16])=[O:15])=[CH:9][C:5]=1[C:6]([OH:8])=[O:7]. Given the reactants [CH3:1][NH2:2].[F:3][C:4]1[CH:12]=[C:11](F)[C:10]([N+:14]([O-:16])=[O:15])=[CH:9][C:5]=1[C:6]([OH:8])=[O:7].Cl, predict the reaction product. (2) Given the reactants [CH:1]1([C:4]2[N:9]=[C:8](O)[C:7]([CH3:11])=[C:6]([O:12][CH2:13][C:14]([O:16][CH3:17])=[O:15])[N:5]=2)[CH2:3][CH2:2]1.P(Cl)(Cl)([Cl:20])=O, predict the reaction product. The product is: [Cl:20][C:8]1[C:7]([CH3:11])=[C:6]([O:12][CH2:13][C:14]([O:16][CH3:17])=[O:15])[N:5]=[C:4]([CH:1]2[CH2:3][CH2:2]2)[N:9]=1. (3) Given the reactants [CH2:1]([O:3][C:4]([C:6]1[N:11]=[C:10](Br)[C:9]2[N:13]=[C:14]([CH3:16])[S:15][C:8]=2[C:7]=1[OH:17])=[O:5])[CH3:2].C([Sn](CCCC)(CCCC)[C:23]1[CH:28]=[CH:27][CH:26]=[CH:25][CH:24]=1)CCC, predict the reaction product. The product is: [CH2:1]([O:3][C:4]([C:6]1[N:11]=[C:10]([C:23]2[CH:28]=[CH:27][CH:26]=[CH:25][CH:24]=2)[C:9]2[N:13]=[C:14]([CH3:16])[S:15][C:8]=2[C:7]=1[OH:17])=[O:5])[CH3:2]. (4) Given the reactants [Br:1][C:2]1[CH:3]=[CH:4][CH:5]=[C:6]2[C:11]=1[O:10][CH2:9][CH2:8]C2([Si](C)(C)C)C#N.Cl[Sn]Cl.O.Cl.[CH3:23][C:24]([OH:26])=[O:25], predict the reaction product. The product is: [Br:1][C:2]1[CH:3]=[CH:4][CH:5]=[C:6]2[C:11]=1[O:10][CH2:9][CH2:8][CH:23]2[C:24]([OH:26])=[O:25]. (5) Given the reactants [NH2:1][C@@H:2]1[C:11]2[C:6](=[CH:7][CH:8]=[CH:9][CH:10]=2)[C@H:5]([O:12][C:13]2[CH:14]=[CH:15][C:16]3[N:17]([C:19]([N:22]([CH:26]([CH3:28])[CH3:27])[CH:23]([CH3:25])[CH3:24])=[N:20][N:21]=3)[CH:18]=2)[CH2:4][CH2:3]1.ClC(Cl)(Cl)C[O:32][C:33](=O)[NH:34][C:35]1[N:36]([C:44]2[CH:49]=[CH:48][CH:47]=[C:46]([O:50][CH2:51][CH2:52][O:53][CH:54]3[CH2:59][CH2:58][CH2:57][CH2:56][O:55]3)[CH:45]=2)[N:37]=[C:38]([C:40]([CH3:43])([CH3:42])[CH3:41])[CH:39]=1, predict the reaction product. The product is: [C:40]([C:38]1[CH:39]=[C:35]([NH:34][C:33]([NH:1][C@@H:2]2[C:11]3[C:6](=[CH:7][CH:8]=[CH:9][CH:10]=3)[C@H:5]([O:12][C:13]3[CH:14]=[CH:15][C:16]4[N:17]([C:19]([N:22]([CH:26]([CH3:28])[CH3:27])[CH:23]([CH3:24])[CH3:25])=[N:20][N:21]=4)[CH:18]=3)[CH2:4][CH2:3]2)=[O:32])[N:36]([C:44]2[CH:49]=[CH:48][CH:47]=[C:46]([O:50][CH2:51][CH2:52][O:53][CH:54]3[CH2:59][CH2:58][CH2:57][CH2:56][O:55]3)[CH:45]=2)[N:37]=1)([CH3:43])([CH3:41])[CH3:42]. (6) Given the reactants [F:1][C:2]1[CH:3]=[C:4]([C:9]2([CH:15]([C:17]3[CH:22]=[C:21]([CH3:23])[CH:20]=[C:19]([CH3:24])[CH:18]=3)[OH:16])SCCCS2)[CH:5]=[C:6]([F:8])[CH:7]=1.FC(F)(F)C(OC1C(OC(=O)C(F)(F)F)=C(I)C=CC=1)=[O:28].CCCCCC.C(OCC)(=O)C, predict the reaction product. The product is: [F:1][C:2]1[CH:3]=[C:4]([C:9](=[O:28])[CH:15]([C:17]2[CH:22]=[C:21]([CH3:23])[CH:20]=[C:19]([CH3:24])[CH:18]=2)[OH:16])[CH:5]=[C:6]([F:8])[CH:7]=1. (7) Given the reactants [Br:1][C:2]1[S:3][C:4]([CH2:7]Br)=[CH:5][CH:6]=1.[Cl:9][C:10]1[CH:17]=[C:16]([NH:18][C@H:19]2[CH2:23][CH2:22][N:21]([CH3:24])[CH2:20]2)[CH:15]=[CH:14][C:11]=1[C:12]#[N:13], predict the reaction product. The product is: [Br:1][C:2]1[S:3][C:4]([CH2:7][N:18]([C@H:19]2[CH2:23][CH2:22][N:21]([CH3:24])[CH2:20]2)[C:16]2[CH:15]=[CH:14][C:11]([C:12]#[N:13])=[C:10]([Cl:9])[CH:17]=2)=[CH:5][CH:6]=1. (8) Given the reactants N.O.O[N:4]1C2C=CC=CC=2N=N1.Cl.CN(C)CCCN=C=NCC.[Cl:25][C:26]1[CH:27]=[N:28][C:29]2[C:34]([C:35]=1[CH2:36][CH2:37][CH2:38][C:39]1([C:54]([OH:56])=O)[CH2:44][CH2:43][N:42]([CH2:45][CH2:46][CH2:47][C:48]3[CH:53]=[CH:52][CH:51]=[CH:50][CH:49]=3)[CH2:41][CH2:40]1)=[CH:33][C:32]([O:57][CH3:58])=[CH:31][CH:30]=2.[Na], predict the reaction product. The product is: [Cl:25][C:26]1[CH:27]=[N:28][C:29]2[C:34]([C:35]=1[CH2:36][CH2:37][CH2:38][C:39]1([C:54]([NH2:4])=[O:56])[CH2:44][CH2:43][N:42]([CH2:45][CH2:46][CH2:47][C:48]3[CH:53]=[CH:52][CH:51]=[CH:50][CH:49]=3)[CH2:41][CH2:40]1)=[CH:33][C:32]([O:57][CH3:58])=[CH:31][CH:30]=2.